Dataset: Catalyst prediction with 721,799 reactions and 888 catalyst types from USPTO. Task: Predict which catalyst facilitates the given reaction. (1) Reactant: [C:1](O)([C:3](F)(F)F)=O.Cl[CH2:9]Cl.[CH:11]1C=N[C:14]2[N:17](O)N=N[C:13]=2[CH:12]=1.[O:21]1[C:25]2([CH2:30][CH2:29][CH:28]([C:31]([OH:33])=O)[CH2:27][CH2:26]2)[O:24][CH2:23][CH2:22]1.C[CH2:35][N:36]=C=NCCCN(C)C.[CH3:45][N:46]([CH:48]=[O:49])C. Product: [C:35]([C:45]1([NH:46][C:48]([C@@H:14]([NH:17][C:31]([CH:28]2[CH2:27][CH2:26][C:25]3([O:21][CH2:22][CH2:23][O:24]3)[CH2:30][CH2:29]2)=[O:33])[CH2:13][CH:12]([CH3:11])[CH3:9])=[O:49])[CH2:3][CH2:1]1)#[N:36]. The catalyst class is: 1. (2) Reactant: CO[C:3](=[O:12])[C:4]1[CH:9]=[CH:8][CH:7]=[C:6]([Cl:10])[C:5]=1[NH2:11].C(N(CC)CC)C.Cl[C:21](Cl)([O:23]C(=O)OC(Cl)(Cl)Cl)Cl.[Cl:32][C:33]1[CH:38]=[CH:37][C:36]([N:39]2[CH2:45][CH:44]3[N:46]([CH2:47][CH2:48][CH2:49][CH2:50][NH2:51])[CH:41]([CH2:42][CH2:43]3)[CH2:40]2)=[CH:35][CH:34]=1. Product: [Cl:10][C:6]1[CH:7]=[CH:8][CH:9]=[C:4]2[C:5]=1[NH:11][C:21](=[O:23])[N:51]([CH2:50][CH2:49][CH2:48][CH2:47][N:46]1[CH:44]3[CH2:43][CH2:42][CH:41]1[CH2:40][N:39]([C:36]1[CH:37]=[CH:38][C:33]([Cl:32])=[CH:34][CH:35]=1)[CH2:45]3)[C:3]2=[O:12]. The catalyst class is: 2. (3) Reactant: Br[CH2:2][C:3]1([CH2:11][O:12][Si:13]([C:26]([CH3:29])([CH3:28])[CH3:27])([C:20]2[CH:25]=[CH:24][CH:23]=[CH:22][CH:21]=2)[C:14]2[CH:19]=[CH:18][CH:17]=[CH:16][CH:15]=2)[CH2:8][O:7][C:6]([CH3:10])([CH3:9])[O:5][CH2:4]1.[N+:30]([C:33]1[NH:34][CH:35]=[CH:36][N:37]=1)([O-:32])=[O:31].C(=O)([O-])[O-].[K+].[K+].O. Product: [O:12]([CH2:11][C:3]1([CH2:2][N:34]2[CH:35]=[CH:36][N:37]=[C:33]2[N+:30]([O-:32])=[O:31])[CH2:4][O:5][C:6]([CH3:10])([CH3:9])[O:7][CH2:8]1)[Si:13]([C:26]([CH3:27])([CH3:29])[CH3:28])([C:20]1[CH:25]=[CH:24][CH:23]=[CH:22][CH:21]=1)[C:14]1[CH:15]=[CH:16][CH:17]=[CH:18][CH:19]=1. The catalyst class is: 9. (4) Reactant: C[O:2][C:3](=[O:34])[CH2:4][C:5]1[C:14]([CH3:15])=[C:13]([C:16]2[CH:21]=[CH:20][C:19]([NH:22][S:23]([C:26]3[C:27]([CH3:32])=[CH:28][CH:29]=[CH:30][CH:31]=3)(=[O:25])=[O:24])=[CH:18][CH:17]=2)[C:12]2[C:7](=[CH:8][CH:9]=[C:10]([Cl:33])[CH:11]=2)[CH:6]=1.[OH-].[Na+]. Product: [Cl:33][C:10]1[CH:11]=[C:12]2[C:7](=[CH:8][CH:9]=1)[CH:6]=[C:5]([CH2:4][C:3]([OH:34])=[O:2])[C:14]([CH3:15])=[C:13]2[C:16]1[CH:17]=[CH:18][C:19]([NH:22][S:23]([C:26]2[C:27]([CH3:32])=[CH:28][CH:29]=[CH:30][CH:31]=2)(=[O:24])=[O:25])=[CH:20][CH:21]=1. The catalyst class is: 8. (5) Reactant: [CH2:1]([N:8]([CH2:29][C@@H:30]([C:32]1[CH:37]=[CH:36][C:35]([Cl:38])=[C:34]([N+:39]([O-])=O)[CH:33]=1)[OH:31])[CH2:9][CH2:10][O:11][C:12]1[CH:20]=[C:19]2[C:15]([C:16]([Cl:28])=[N:17][N:18]2[C:21]([O:23][C:24]([CH3:27])([CH3:26])[CH3:25])=[O:22])=[CH:14][CH:13]=1)[C:2]1[CH:7]=[CH:6][CH:5]=[CH:4][CH:3]=1. Product: [NH2:39][C:34]1[CH:33]=[C:32]([C@@H:30]([OH:31])[CH2:29][N:8]([CH2:1][C:2]2[CH:7]=[CH:6][CH:5]=[CH:4][CH:3]=2)[CH2:9][CH2:10][O:11][C:12]2[CH:20]=[C:19]3[C:15]([C:16]([Cl:28])=[N:17][N:18]3[C:21]([O:23][C:24]([CH3:27])([CH3:26])[CH3:25])=[O:22])=[CH:14][CH:13]=2)[CH:37]=[CH:36][C:35]=1[Cl:38]. The catalyst class is: 92.